From a dataset of Catalyst prediction with 721,799 reactions and 888 catalyst types from USPTO. Predict which catalyst facilitates the given reaction. Reactant: [Cl:1][C:2]1[CH:3]=[C:4]([C:7]([OH:9])=[O:8])[NH:5][CH:6]=1.C(Cl)CCl.O.N1C2C(=NC=CC=2)N(O)N=1.[F:25][C:26]1[N:36]=[CH:35][C:34]2[C:33](=[O:37])[N:32]3[CH2:38][C@H:39]([C:42](=[N:44]O)[NH2:43])[CH2:40][CH2:41][C@H:31]3[CH2:30][CH2:29][C:28]=2[CH:27]=1. Product: [Cl:1][C:2]1[CH:3]=[C:4]([C:7]([O:9][N:43]=[C:42]([C@H:39]2[CH2:38][N:32]3[C:33](=[O:37])[C:34]4[CH:35]=[N:36][C:26]([F:25])=[CH:27][C:28]=4[CH2:29][CH2:30][C@@H:31]3[CH2:41][CH2:40]2)[NH2:44])=[O:8])[NH:5][CH:6]=1. The catalyst class is: 18.